Task: Predict the reaction yield, written as a fraction of the theoretical maximum amount of product (1.0 means a 100% yield; for example, 0.34 means a 34% yield).. Dataset: Reaction yield outcomes from USPTO patents with 853,638 reactions The product is [N:23]1[C:22]([CH2:21][CH2:20][N:17]2[C:18](=[O:19])[C:9]3[C:10](=[CH:11][N:12]([CH3:15])[C:13](=[O:14])[C:8]=3[N:31]3[CH2:36][CH2:1][O:4][CH2:33][CH2:32]3)[CH2:16]2)=[CH:30][N:25]2[CH:26]=[CH:27][CH:28]=[CH:29][C:24]=12. The catalyst is CN(C=O)C.[Pd](Cl)Cl.C1(P(C2C=CC=CC=2)C2C=CC=CC=2)C=CC=CC=1.C1(P(C2C=CC=CC=2)C2C=CC=CC=2)C=CC=CC=1.C(Cl)Cl. The yield is 0.356. The reactants are [C:1]([O-:4])([O-])=O.[K+].[K+].Cl[C:8]1[C:13](=[O:14])[N:12]([CH3:15])[CH:11]=[C:10]2[CH2:16][N:17]([CH2:20][CH2:21][C:22]3[N:23]=[C:24]4[CH:29]=[CH:28][CH:27]=[CH:26][N:25]4[CH:30]=3)[C:18](=[O:19])[C:9]=12.[N:31]1[CH:36]=CC=[C:33](B(O)O)[CH:32]=1.O.